Dataset: Retrosynthesis with 50K atom-mapped reactions and 10 reaction types from USPTO. Task: Predict the reactants needed to synthesize the given product. (1) Given the product CC(C)(C)OC(=O)N1CCC(Oc2ncc(Br)cn2)C1, predict the reactants needed to synthesize it. The reactants are: CC(C)(C)OC(=O)N1CCC(O)C1.Clc1ncc(Br)cn1. (2) Given the product CCCCCCCCC/C=C\CCCCC(=O)O, predict the reactants needed to synthesize it. The reactants are: CC(O)CCCCCCCC=CCCCCC(=O)O. (3) Given the product N#Cc1ncc(N2CCC[C@@H](NC(=O)c3ccc4nccn4c3)C2)nc1Cl, predict the reactants needed to synthesize it. The reactants are: N#Cc1ncc(N2CCC[C@@H](N)C2)nc1Cl.O=C(O)c1ccc2nccn2c1.